Dataset: Full USPTO retrosynthesis dataset with 1.9M reactions from patents (1976-2016). Task: Predict the reactants needed to synthesize the given product. (1) Given the product [CH:16]1([N:8]2[CH2:9][CH2:10][C:11](=[O:13])[CH:5]([C:4]([O:3][CH2:1][CH3:2])=[O:22])[C:6]2=[O:7])[CH2:17][CH2:18][CH2:19][CH2:20][CH2:21]1, predict the reactants needed to synthesize it. The reactants are: [CH2:1]([O:3][C:4](=[O:22])[CH2:5][C:6]([N:8]([CH:16]1[CH2:21][CH2:20][CH2:19][CH2:18][CH2:17]1)[CH2:9][CH2:10][C:11]([O:13]CC)=O)=[O:7])[CH3:2].[O-]CC.[Na+]. (2) Given the product [Cl:1][C:2]1[CH:3]=[N:4][CH:5]=[C:6]([Cl:9])[C:7]=1[CH2:8][CH:25]([C:24]1[CH:27]=[CH:28][C:29]([O:30][CH3:31])=[C:22]([O:21][CH3:20])[CH:23]=1)[OH:26], predict the reactants needed to synthesize it. The reactants are: [Cl:1][C:2]1[CH:3]=[N:4][CH:5]=[C:6]([Cl:9])[C:7]=1[CH3:8].[Li+].C[Si]([N-][Si](C)(C)C)(C)C.[CH3:20][O:21][C:22]1[CH:23]=[C:24]([CH:27]=[CH:28][C:29]=1[O:30][CH3:31])[CH:25]=[O:26]. (3) Given the product [Cl:1][C:2]1[CH:3]=[CH:4][C:5]([C:8]([F:22])([F:23])[C:9]2[CH:10]=[CH:11][C:12]([O:13][C:14]([CH3:19])([CH3:18])[C:15]([OH:17])=[O:16])=[CH:20][CH:21]=2)=[CH:6][CH:7]=1, predict the reactants needed to synthesize it. The reactants are: [Cl:1][C:2]1[CH:7]=[CH:6][C:5]([C:8]([F:23])([F:22])[C:9]2[CH:21]=[CH:20][C:12]([O:13][C:14]([CH3:19])([CH3:18])[C:15]([O-:17])=[O:16])=[CH:11][CH:10]=2)=[CH:4][CH:3]=1.[Na+].Cl. (4) Given the product [S:1]1[C:5]2[CH:6]=[CH:7][CH:8]=[CH:9][C:4]=2[CH:3]=[C:2]1[C:10]1[C:11](=[O:39])[N:12]([CH2:31][CH2:32][C:33]2[CH:34]=[CH:35][CH:36]=[CH:37][CH:38]=2)[C:13]([C:17]2[CH:22]=[CH:21][CH:20]=[CH:19][C:18]=2[OH:23])=[N:14][C:15]=1[CH3:16], predict the reactants needed to synthesize it. The reactants are: [S:1]1[C:5]2[CH:6]=[CH:7][CH:8]=[CH:9][C:4]=2[CH:3]=[C:2]1[C:10]1[C:11](=[O:39])[N:12]([CH2:31][CH2:32][C:33]2[CH:38]=[CH:37][CH:36]=[CH:35][CH:34]=2)[C:13]([C:17]2[CH:22]=[CH:21][CH:20]=[CH:19][C:18]=2[O:23]CC2C=CC=CC=2)=[N:14][C:15]=1[CH3:16].